The task is: Predict the product of the given reaction.. This data is from Forward reaction prediction with 1.9M reactions from USPTO patents (1976-2016). Given the reactants Cl.[O:2]1CCO[CH:3]1[CH2:7][CH2:8][CH2:9][C:10]1[CH:19]=[C:18]2[C:13]([CH:14]=[CH:15][C:16]([CH2:20][N:21]3[CH2:26][CH2:25][CH:24]([NH:27][C:28](=[O:37])[C:29]4[CH:34]=[CH:33][CH:32]=[C:31]([O:35][CH3:36])[CH:30]=4)[CH2:23][CH2:22]3)=[CH:17]2)=[CH:12][CH:11]=1.[OH-].[Na+], predict the reaction product. The product is: [CH3:36][O:35][C:31]1[CH:30]=[C:29]([CH:34]=[CH:33][CH:32]=1)[C:28]([NH:27][CH:24]1[CH2:23][CH2:22][N:21]([CH2:20][C:16]2[CH:15]=[CH:14][C:13]3[C:18](=[CH:19][C:10]([CH2:9][CH2:8][CH2:7][CH:3]=[O:2])=[CH:11][CH:12]=3)[CH:17]=2)[CH2:26][CH2:25]1)=[O:37].